This data is from Catalyst prediction with 721,799 reactions and 888 catalyst types from USPTO. The task is: Predict which catalyst facilitates the given reaction. (1) Reactant: [CH2:1]([O:8][C:9]1[CH:10]=[C:11]2[C:15](=[CH:16][CH:17]=1)[CH2:14][CH:13]([CH:18]([O:24][Si:25]([C:28]([CH3:31])([CH3:30])[CH3:29])([CH3:27])[CH3:26])[C:19]1[O:20][CH:21]=[CH:22][N:23]=1)[CH2:12]2)[C:2]1[CH:7]=[CH:6][CH:5]=[CH:4][CH:3]=1.[Li]CCCC.[Sn:37](Cl)([CH2:46][CH2:47][CH2:48][CH3:49])([CH2:42][CH2:43][CH2:44][CH3:45])[CH2:38][CH2:39][CH2:40][CH3:41]. Product: [CH2:1]([O:8][C:9]1[CH:10]=[C:11]2[C:15](=[CH:16][CH:17]=1)[CH2:14][CH:13]([CH:18]([O:24][Si:25]([C:28]([CH3:31])([CH3:30])[CH3:29])([CH3:26])[CH3:27])[C:19]1[O:20][C:21]([Sn:37]([CH2:42][CH2:43][CH2:44][CH3:45])([CH2:46][CH2:47][CH2:48][CH3:49])[CH2:38][CH2:39][CH2:40][CH3:41])=[CH:22][N:23]=1)[CH2:12]2)[C:2]1[CH:7]=[CH:6][CH:5]=[CH:4][CH:3]=1. The catalyst class is: 49. (2) Reactant: Br[C:2]1[CH:3]=[N:4][CH:5]=[C:6]([Br:8])[CH:7]=1.[C:9]([O:13][C:14]([N:16]1[CH2:21][CH2:20][NH:19][CH2:18][CH2:17]1)=[O:15])([CH3:12])([CH3:11])[CH3:10].CC(C)([O-])C.[Na+]. Product: [C:9]([O:13][C:14]([N:16]1[CH2:21][CH2:20][N:19]([C:2]2[CH:3]=[N:4][CH:5]=[C:6]([Br:8])[CH:7]=2)[CH2:18][CH2:17]1)=[O:15])([CH3:12])([CH3:10])[CH3:11]. The catalyst class is: 62.